From a dataset of Full USPTO retrosynthesis dataset with 1.9M reactions from patents (1976-2016). Predict the reactants needed to synthesize the given product. Given the product [NH2:16][C:12]1[CH:11]=[C:10]([NH:17][C:7]2[C:2]([Cl:1])=[C:3]([NH2:9])[N:4]=[CH:5][N:6]=2)[CH:15]=[CH:14][CH:13]=1, predict the reactants needed to synthesize it. The reactants are: [Cl:1][C:2]1[C:3]([NH2:9])=[N:4][CH:5]=[N:6][C:7]=1Cl.[C:10]1([NH2:17])[CH:15]=[CH:14][CH:13]=[C:12]([NH2:16])[CH:11]=1.C(O)(C(F)(F)F)=O.